Predict the reaction yield, written as a fraction of the theoretical maximum amount of product (1.0 means a 100% yield; for example, 0.34 means a 34% yield). From a dataset of Reaction yield outcomes from USPTO patents with 853,638 reactions. (1) The reactants are [Cl:1][C:2]1[CH:10]=[CH:9][C:5]([C:6]([OH:8])=O)=[CH:4][CH:3]=1.[CH3:11]N(C(ON1N=NC2C=CC=CC1=2)=[N+](C)C)C.[B-](F)(F)(F)F.CN1CCOCC1.[N:40]1([CH2:44][C@@H:45]([NH:49][CH3:50])[CH2:46][CH2:47]C)[CH2:43][CH2:42][CH2:41]1. The catalyst is CN(C=O)C. The product is [N:40]1([CH2:44][C@@H:45]([N:49]([CH3:50])[C:6](=[O:8])[C:5]2[CH:4]=[CH:3][C:2]([Cl:1])=[CH:10][CH:9]=2)[CH:46]([CH3:47])[CH3:11])[CH2:41][CH2:42][CH2:43]1. The yield is 0.660. (2) The catalyst is C(Cl)Cl. The product is [CH3:2][C:1]1[CH:8]=[C:7]([CH:6]([OH:9])[CH3:5])[O:4][N:3]=1. The yield is 0.200. The reactants are [CH:1](=[N:3][OH:4])[CH3:2].[CH3:5][CH:6]([OH:9])[C:7]#[CH:8].CCN(CC)CC.[O-]Cl.[Na+]. (3) The reactants are [C:1]([C:5]1[CH:6]=[C:7]([N+:14]([O-:16])=[O:15])[C:8]([OH:13])=[C:9]([CH:12]=1)[CH:10]=O)([CH3:4])([CH3:3])[CH3:2].Cl.[NH2:18]O.C([O-])=O.[Na+]. The catalyst is C(O)=O.O. The product is [C:1]([C:5]1[CH:6]=[C:7]([N+:14]([O-:16])=[O:15])[C:8]([OH:13])=[C:9]([CH:12]=1)[C:10]#[N:18])([CH3:4])([CH3:3])[CH3:2]. The yield is 0.870. (4) The yield is 0.520. The reactants are C1(P(C2C=CC=CC=2)(C2C=CC=CC=2)=[CH:8][C:9]([O:11][CH3:12])=[O:10])C=CC=CC=1.[F:25][C:26]1[C:27]([CH:34]=O)=[CH:28][C:29]([O:32][CH3:33])=[N:30][CH:31]=1. The catalyst is C(Cl)Cl. The product is [F:25][C:26]1[C:27]([CH:34]=[CH:8][C:9]([O:11][CH3:12])=[O:10])=[CH:28][C:29]([O:32][CH3:33])=[N:30][CH:31]=1.